This data is from Reaction yield outcomes from USPTO patents with 853,638 reactions. The task is: Predict the reaction yield, written as a fraction of the theoretical maximum amount of product (1.0 means a 100% yield; for example, 0.34 means a 34% yield). (1) The reactants are [CH2:1]([O:4][C@@H:5]1[C@@H:9]([CH2:10][OH:11])[O:8][C@@H:7]([N:12]2[CH:19]=[C:18](I)[C:16](=[O:17])[NH:15][C:13]2=[O:14])[CH2:6]1)[CH:2]=[CH2:3].C(N(CC)CC)C.[CH2:28]([NH:31][C:32](=[O:37])[C:33]([F:36])([F:35])[F:34])[C:29]#[CH:30]. The catalyst is CN(C=O)C.[Cu]I.C1C=CC([P]([Pd]([P](C2C=CC=CC=2)(C2C=CC=CC=2)C2C=CC=CC=2)([P](C2C=CC=CC=2)(C2C=CC=CC=2)C2C=CC=CC=2)[P](C2C=CC=CC=2)(C2C=CC=CC=2)C2C=CC=CC=2)(C2C=CC=CC=2)C2C=CC=CC=2)=CC=1. The product is [CH2:1]([O:4][C@@H:5]1[C@@H:9]([CH2:10][OH:11])[O:8][C@@H:7]([N:12]2[CH:19]=[C:18]([C:30]#[C:29][CH2:28][NH:31][C:32](=[O:37])[C:33]([F:36])([F:35])[F:34])[C:16](=[O:17])[NH:15][C:13]2=[O:14])[CH2:6]1)[CH:2]=[CH2:3]. The yield is 0.950. (2) The reactants are Cl[C:2]1[N:11]=[C:10]([N:12]2[CH2:17][CH2:16][O:15][CH2:14][CH2:13]2)[C:9]2[C:4](=[C:5]3[CH:20]=[CH:19][N:18]([CH2:21][CH2:22][N:23]([CH3:25])[CH3:24])[C:6]3=[CH:7][CH:8]=2)[N:3]=1.[CH2:26]([O:33][C:34]1[CH:35]=[C:36](B(O)O)[CH:37]=[CH:38][CH:39]=1)[C:27]1[CH:32]=[CH:31][CH:30]=[CH:29][CH:28]=1. No catalyst specified. The product is [CH2:26]([O:33][C:34]1[CH:39]=[C:38]([C:2]2[N:11]=[C:10]([N:12]3[CH2:17][CH2:16][O:15][CH2:14][CH2:13]3)[C:9]3[C:4](=[C:5]4[CH:20]=[CH:19][N:18]([CH2:21][CH2:22][N:23]([CH3:25])[CH3:24])[C:6]4=[CH:7][CH:8]=3)[N:3]=2)[CH:37]=[CH:36][CH:35]=1)[C:27]1[CH:32]=[CH:31][CH:30]=[CH:29][CH:28]=1. The yield is 0.560. (3) The reactants are [NH2:1][C:2]1[N:3]=[C:4]2[CH:9]=[CH:8][C:7]([O:10][C:11]3[CH:12]=[C:13]([NH:17][C:18](=[O:29])[C:19]4[CH:24]=[CH:23][CH:22]=[C:21]([C:25]([F:28])([F:27])[F:26])[CH:20]=4)[CH:14]=[CH:15][CH:16]=3)=[N:6][N:5]2[CH:30]=1.[OH:31][CH2:32][CH2:33][C:34](O)=[O:35].[Cl-].COC1N=C(OC)N=C([N+]2(C)CCOCC2)N=1.[Cl-].[NH4+]. The catalyst is CN(C)C=O. The product is [OH:35][CH2:34][CH2:33][C:32]([NH:1][C:2]1[N:3]=[C:4]2[CH:9]=[CH:8][C:7]([O:10][C:11]3[CH:12]=[C:13]([NH:17][C:18](=[O:29])[C:19]4[CH:24]=[CH:23][CH:22]=[C:21]([C:25]([F:28])([F:27])[F:26])[CH:20]=4)[CH:14]=[CH:15][CH:16]=3)=[N:6][N:5]2[CH:30]=1)=[O:31]. The yield is 0.170. (4) The reactants are [Cl-].[Cl-].[Cl-].[Al+3].[Cl:5][C:6]1[CH:15]=[N:14][C:13]2[C:8](=[CH:9][CH:10]=[C:11]([O:16]C)[CH:12]=2)[N:7]=1.C1(C)C=CC=CC=1.CCCCCC.C(OCC)(=O)C. The catalyst is O. The product is [Cl:5][C:6]1[CH:15]=[N:14][C:13]2[C:8](=[CH:9][CH:10]=[C:11]([OH:16])[CH:12]=2)[N:7]=1. The yield is 0.790. (5) The reactants are C([O:8][C:9](=[O:28])[C:10]1[CH:15]=[CH:14][C:13]([O:16][CH2:17][C:18]2[CH:23]=[CH:22][CH:21]=[CH:20][CH:19]=2)=[CH:12][C:11]=1[NH:24]C(=O)C)C1C=CC=CC=1.[OH-].[Na+].Cl. The catalyst is CCO. The product is [NH2:24][C:11]1[CH:12]=[C:13]([O:16][CH2:17][C:18]2[CH:23]=[CH:22][CH:21]=[CH:20][CH:19]=2)[CH:14]=[CH:15][C:10]=1[C:9]([OH:28])=[O:8]. The yield is 0.917. (6) The reactants are [CH3:1][O:2][C:3]([CH:5]1[C:10]([CH3:12])([CH3:11])[S:9][CH2:8][CH2:7][N:6]1[S:13]([C:16]1[CH:21]=[CH:20][C:19]([OH:22])=[CH:18][CH:17]=1)(=[O:15])=[O:14])=[O:4].[O:23]1[CH2:28][CH2:27][CH2:26][CH2:25][CH:24]1[O:29][CH2:30][CH2:31][CH2:32][C:33]#[C:34][CH2:35]O. No catalyst specified. The product is [CH3:1][O:2][C:3]([CH:5]1[C:10]([CH3:12])([CH3:11])[S:9][CH2:8][CH2:7][N:6]1[S:13]([C:16]1[CH:17]=[CH:18][C:19]([O:22][CH2:35][C:34]#[C:33][CH2:32][CH2:31][CH2:30][O:29][CH:24]2[CH2:25][CH2:26][CH2:27][CH2:28][O:23]2)=[CH:20][CH:21]=1)(=[O:15])=[O:14])=[O:4]. The yield is 0.640. (7) The reactants are [F:1][C:2]1[CH:7]=[CH:6][C:5]([C:8]2[NH:12][C:11]([N:13]3[CH2:18][CH2:17][NH:16][CH2:15][CH2:14]3)=[N:10][CH:9]=2)=[CH:4][C:3]=1[C:19]([F:22])([F:21])[F:20].Cl[C:24]1[N:29]=[CH:28][N:27]=[C:26]2[NH:30][N:31]=[CH:32][C:25]=12.C(N(C(C)C)CC)(C)C. The catalyst is C(O)(C)C. The product is [F:1][C:2]1[CH:7]=[CH:6][C:5]([C:8]2[NH:12][C:11]([N:13]3[CH2:14][CH2:15][N:16]([C:24]4[N:29]=[CH:28][N:27]=[C:26]5[NH:30][N:31]=[CH:32][C:25]=45)[CH2:17][CH2:18]3)=[N:10][CH:9]=2)=[CH:4][C:3]=1[C:19]([F:22])([F:20])[F:21]. The yield is 0.800. (8) The reactants are Br[C:2]1[CH:7]=[CH:6][CH:5]=[C:4]([Br:8])[CH:3]=1.[CH3:9][N:10]1[CH2:15][CH2:14][NH:13][CH2:12][CH2:11]1.C1CCN2C(=NCCC2)CC1.CC(C)([O-])C.[Na+].N1CCNCC1. The catalyst is C1C=CC(/C=C/C(/C=C/C2C=CC=CC=2)=O)=CC=1.C1C=CC(/C=C/C(/C=C/C2C=CC=CC=2)=O)=CC=1.C1C=CC(/C=C/C(/C=C/C2C=CC=CC=2)=O)=CC=1.[Pd].[Pd].C1C=CC(P(C2C(C3C(P(C4C=CC=CC=4)C4C=CC=CC=4)=CC=C4C=3C=CC=C4)=C3C(C=CC=C3)=CC=2)C2C=CC=CC=2)=CC=1.C1(C)C=CC=CC=1. The product is [Br:8][C:4]1[CH:3]=[C:2]([N:13]2[CH2:14][CH2:15][N:10]([CH3:9])[CH2:11][CH2:12]2)[CH:7]=[CH:6][CH:5]=1. The yield is 0.780.